Dataset: Reaction yield outcomes from USPTO patents with 853,638 reactions. Task: Predict the reaction yield, written as a fraction of the theoretical maximum amount of product (1.0 means a 100% yield; for example, 0.34 means a 34% yield). (1) The reactants are C[Si]([C:5]#[N:6])(C)C.[NH2:7][C:8]1[CH:13]=[CH:12][C:11]([CH2:14][C:15]([OH:17])=[O:16])=[CH:10][CH:9]=1.[C:18]1(=O)[CH2:21][CH2:20][CH2:19]1. The catalyst is O1CCOCC1. The product is [C:5]([C:18]1([NH:7][C:8]2[CH:9]=[CH:10][C:11]([CH2:14][C:15]([OH:17])=[O:16])=[CH:12][CH:13]=2)[CH2:21][CH2:20][CH2:19]1)#[N:6]. The yield is 0.990. (2) The reactants are C(N(CC)C(C)C)(C)C.[I:10][C:11]1[N:16]=[CH:15][C:14]([NH2:17])=[CH:13][CH:12]=1.[CH3:18][S:19](Cl)(=[O:21])=[O:20].[OH-].[K+]. The catalyst is ClCCCl.O1CCOCC1.O. The product is [I:10][C:11]1[N:16]=[CH:15][C:14]([NH:17][S:19]([CH3:18])(=[O:21])=[O:20])=[CH:13][CH:12]=1. The yield is 0.790. (3) The reactants are [F:1][C:2]1[CH:3]=[C:4]([O:21][CH3:22])[CH:5]=[C:6]2[C:10]=1[NH:9][C:8]([C:11]1[C:12]([CH3:18])=[N:13][N:14]([CH3:17])[C:15]=1[CH3:16])=[C:7]2[CH:19]=O.[CH3:23][NH:24][C:25]([NH:27][C:28]1[CH:29]=[CH:30][C:31]2[O:35][CH2:34][C:33](=[O:36])[C:32]=2[CH:37]=1)=[O:26].C([O-])([O-])=O.[Na+].[Na+]. The catalyst is Cl.CCO. The product is [F:1][C:2]1[CH:3]=[C:4]([O:21][CH3:22])[CH:5]=[C:6]2[C:10]=1[NH:9][C:8]([C:11]1[C:12]([CH3:18])=[N:13][N:14]([CH3:17])[C:15]=1[CH3:16])=[C:7]2/[CH:19]=[C:34]1\[O:35][C:31]2[CH:30]=[CH:29][C:28]([NH:27][C:25]([NH:24][CH3:23])=[O:26])=[CH:37][C:32]=2[C:33]\1=[O:36]. The yield is 0.470. (4) The reactants are [Cl:1][C:2]1[C:3]2[N:4]([CH:8]=[C:9]([CH2:11][CH2:12][C:13]#[C:14][Si](C)(C)C)[N:10]=2)[CH:5]=[CH:6][CH:7]=1. The catalyst is CCOCC. The product is [CH2:11]([C:9]1[N:10]=[C:3]2[C:2]([Cl:1])=[CH:7][CH:6]=[CH:5][N:4]2[CH:8]=1)[CH2:12][C:13]#[CH:14]. The yield is 0.740. (5) The reactants are COC1C=C(OC)C=CC=1C[N:6]1[C:14]2[C:9](=[N:10][C:11]([C:15]3[N:19]4[CH:20]=[C:21]([C:24]#[N:25])[CH:22]=[CH:23][C:18]4=[N:17][CH:16]=3)=[N:12][CH:13]=2)[N:8]([CH:26]2[CH2:31][CH2:30][O:29][CH2:28][CH2:27]2)[C:7]1=[O:32].C1(SC)C=CC=CC=1.O.C(=O)([O-])[OH:49].[Na+]. The catalyst is FC(F)(F)C(O)=O. The product is [O:32]=[C:7]1[NH:6][C:14]2[C:9](=[N:10][C:11]([C:15]3[N:19]4[CH:20]=[C:21]([C:24]([NH2:25])=[O:49])[CH:22]=[CH:23][C:18]4=[N:17][CH:16]=3)=[N:12][CH:13]=2)[N:8]1[CH:26]1[CH2:31][CH2:30][O:29][CH2:28][CH2:27]1. The yield is 0.200. (6) The reactants are [Cl:1][C:2]1[CH:16]=[CH:15][C:5]2[C:6]3[CH:7]=[CH:8][CH:9]=[N:10][C:11]=3[C:12](=O)[NH:13][C:4]=2[CH:3]=1.O=P(Cl)(Cl)[Cl:19]. No catalyst specified. The product is [Cl:19][C:12]1[C:11]2[N:10]=[CH:9][CH:8]=[CH:7][C:6]=2[C:5]2[CH:15]=[CH:16][C:2]([Cl:1])=[CH:3][C:4]=2[N:13]=1. The yield is 0.770.